Dataset: Reaction yield outcomes from USPTO patents with 853,638 reactions. Task: Predict the reaction yield, written as a fraction of the theoretical maximum amount of product (1.0 means a 100% yield; for example, 0.34 means a 34% yield). The reactants are [F:1][C:2]1[CH:7]=[CH:6][C:5]([CH:8]2[C:13]3=[N:14][NH:15][C:16](=[O:21])[C:17]4[CH:18]=[CH:19][CH:20]=[C:11]([C:12]=43)[NH:10][CH:9]2[C:22]2[CH:29]=[CH:28][C:25]([CH:26]=O)=[CH:24][CH:23]=2)=[CH:4][CH:3]=1.[N:30]1([C:36]([O:38][C:39]([CH3:42])([CH3:41])[CH3:40])=[O:37])[CH2:35][CH2:34][NH:33][CH2:32][CH2:31]1.C(O)(=O)C.C(O[BH-](OC(=O)C)OC(=O)C)(=O)C.[Na+]. The catalyst is ClCCl. The product is [F:1][C:2]1[CH:3]=[CH:4][C:5]([CH:8]2[C:13]3=[N:14][NH:15][C:16](=[O:21])[C:17]4[CH:18]=[CH:19][CH:20]=[C:11]([C:12]=43)[NH:10][CH:9]2[C:22]2[CH:23]=[CH:24][C:25]([CH2:26][N:33]3[CH2:34][CH2:35][N:30]([C:36]([O:38][C:39]([CH3:42])([CH3:41])[CH3:40])=[O:37])[CH2:31][CH2:32]3)=[CH:28][CH:29]=2)=[CH:6][CH:7]=1. The yield is 0.320.